From a dataset of Reaction yield outcomes from USPTO patents with 853,638 reactions. Predict the reaction yield, written as a fraction of the theoretical maximum amount of product (1.0 means a 100% yield; for example, 0.34 means a 34% yield). (1) The reactants are B(Br)(Br)Br.C[O:6][C:7]1[CH:28]=[CH:27][C:10]2[CH2:11][CH:12]([CH2:22][C:23]([O:25][CH3:26])=[O:24])[C:13](=[O:21])[N:14]([CH2:16]C(F)(F)F)[CH2:15][C:9]=2[CH:8]=1. The catalyst is C(Cl)Cl. The product is [OH:6][C:7]1[CH:28]=[CH:27][C:10]2[CH2:11][CH:12]([CH2:22][C:23]([O:25][CH3:26])=[O:24])[C:13](=[O:21])[N:14]([CH3:16])[CH2:15][C:9]=2[CH:8]=1. The yield is 0.960. (2) The reactants are [OH:1][C:2]1[CH:11]=[C:10]2[C:5]([CH2:6][CH2:7][CH2:8][C:9]2=[O:12])=[CH:4][CH:3]=1.[Br:13][C:14]1[CH:19]=[CH:18][C:17]([Cl:20])=[CH:16][C:15]=1[CH2:21]Br.C(=O)([O-])[O-].[K+].[K+]. The catalyst is CN(C)C=O.C(OCC)(=O)C. The product is [Br:13][C:14]1[CH:19]=[CH:18][C:17]([Cl:20])=[CH:16][C:15]=1[CH2:21][O:1][C:2]1[CH:11]=[C:10]2[C:5]([CH2:6][CH2:7][CH2:8][C:9]2=[O:12])=[CH:4][CH:3]=1. The yield is 0.890. (3) The yield is 0.550. The product is [Br:1][C:2]1[CH:7]=[CH:6][C:5]([C:8]([CH3:22])([C:9]([O:11][CH2:12][CH3:13])=[O:10])[C:14]([O:16][CH2:17][CH3:18])=[O:15])=[CH:4][CH:3]=1. The catalyst is C1COCC1. The reactants are [Br:1][C:2]1[CH:7]=[CH:6][C:5]([CH:8]([C:14]([O:16][CH2:17][CH3:18])=[O:15])[C:9]([O:11][CH2:12][CH3:13])=[O:10])=[CH:4][CH:3]=1.[H-].[Na+].I[CH3:22]. (4) The product is [CH3:1][C@@H:2]1[CH2:7][NH:6][CH2:5][CH2:4][N:3]1[C:30]([O:32][CH2:33][C:34]1[CH:39]=[CH:38][CH:37]=[CH:36][CH:35]=1)=[O:31]. The reactants are [CH3:1][C@@H:2]1[CH2:7][NH:6][CH2:5][CH2:4][NH:3]1.C(N(CC)CC)C.CC(OC(OC(OC(C)(C)C)=O)=O)(C)C.[C:30](Cl)([O:32][CH2:33][C:34]1[CH:39]=[CH:38][CH:37]=[CH:36][CH:35]=1)=[O:31].Cl. The catalyst is C(Cl)Cl. The yield is 0.450. (5) The reactants are Br.[NH2:2][C@@H:3]([CH2:8][C:9]([F:12])([F:11])[CH3:10])[C:4]([O:6][CH3:7])=[O:5].N1C=CC=CC=1.[C:19](Cl)(Cl)=[O:20].C1(C)C=CC=CC=1. The catalyst is ClCCl. The product is [F:12][C:9]([F:11])([CH3:10])[CH2:8][C@H:3]([N:2]=[C:19]=[O:20])[C:4]([O:6][CH3:7])=[O:5]. The yield is 0.940.